This data is from Full USPTO retrosynthesis dataset with 1.9M reactions from patents (1976-2016). The task is: Predict the reactants needed to synthesize the given product. (1) Given the product [CH3:1][O:2][CH2:3][C:4]1[CH:10]=[C:9]([NH2:11])[CH:8]=[CH:7][C:5]=1[NH2:6], predict the reactants needed to synthesize it. The reactants are: [CH3:1][O:2][CH2:3][C:4]1[CH:10]=[C:9]([N:11]=NC2C=CC=CC=2COC)[CH:8]=[CH:7][C:5]=1[NH2:6].C([O-])=O.[NH4+]. (2) Given the product [F:1][C:2]1[CH:7]=[CH:6][CH:5]=[CH:4][C:3]=1[CH2:8][CH2:9][O:10][S:19]([CH3:18])(=[O:21])=[O:20], predict the reactants needed to synthesize it. The reactants are: [F:1][C:2]1[CH:7]=[CH:6][CH:5]=[CH:4][C:3]=1[CH2:8][CH2:9][OH:10].C(N(CC)CC)C.[CH3:18][S:19](Cl)(=[O:21])=[O:20]. (3) Given the product [F:27][C:28]1[CH:29]=[C:30]([CH:33]=[CH:34][C:35]=1[F:36])[CH2:31][O:15][C:13]1[C:12]([C:16]([O:18][CH3:19])=[O:17])=[CH:11][C:10]([C:20]2[CH:21]=[CH:22][C:23]([Cl:26])=[CH:24][CH:25]=2)=[C:9]([C:3]2[CH:4]=[CH:5][C:6]([Cl:8])=[CH:7][C:2]=2[Cl:1])[N:14]=1, predict the reactants needed to synthesize it. The reactants are: [Cl:1][C:2]1[CH:7]=[C:6]([Cl:8])[CH:5]=[CH:4][C:3]=1[C:9]1[NH:14][C:13](=[O:15])[C:12]([C:16]([O:18][CH3:19])=[O:17])=[CH:11][C:10]=1[C:20]1[CH:25]=[CH:24][C:23]([Cl:26])=[CH:22][CH:21]=1.[F:27][C:28]1[CH:29]=[C:30]([CH:33]=[CH:34][C:35]=1[F:36])[CH2:31]Br.C(=O)([O-])[O-].[Cs+].[Cs+]. (4) The reactants are: [CH:1]([NH:4][C:5]([C@H:7]1[CH2:11][CH2:10][CH2:9][C@H:8]1[NH:12][C:13]1[C:18]([Cl:19])=[CH:17][N:16]=[C:15]([NH:20][C:21]2[CH:26]=[CH:25][C:24]([N:27]3[CH2:32][CH2:31][CH:30]([N:33]4[CH2:38][CH2:37][NH:36][CH2:35][CH2:34]4)[CH2:29][CH2:28]3)=[CH:23][CH:22]=2)[N:14]=1)=[O:6])([CH3:3])[CH3:2].[CH:39](=O)[CH:40]([CH3:42])[CH3:41].C(O)(=O)C.C(O[BH-](OC(=O)C)OC(=O)C)(=O)C.[Na+]. Given the product [CH:1]([NH:4][C:5]([C@H:7]1[CH2:11][CH2:10][CH2:9][C@H:8]1[NH:12][C:13]1[C:18]([Cl:19])=[CH:17][N:16]=[C:15]([NH:20][C:21]2[CH:22]=[CH:23][C:24]([N:27]3[CH2:32][CH2:31][CH:30]([N:33]4[CH2:38][CH2:37][N:36]([CH2:39][CH:40]([CH3:42])[CH3:41])[CH2:35][CH2:34]4)[CH2:29][CH2:28]3)=[CH:25][CH:26]=2)[N:14]=1)=[O:6])([CH3:3])[CH3:2], predict the reactants needed to synthesize it. (5) Given the product [F:1][C:2]1[CH:3]=[C:4]([C:30](=[CH2:41])[C:31]([O:33][CH2:34][C:35]2[CH:40]=[CH:39][CH:38]=[CH:37][CH:36]=2)=[O:32])[CH:5]=[CH:6][C:7]=1[CH2:8][O:9][CH2:10][CH2:11][O:12][CH3:13], predict the reactants needed to synthesize it. The reactants are: [F:1][C:2]1[CH:3]=[C:4](B2OC(C)(C)C(C)(C)O2)[CH:5]=[CH:6][C:7]=1[CH2:8][O:9][CH2:10][CH2:11][O:12][CH3:13].C([O-])([O-])=O.[Cs+].[Cs+].Br[C:30](=[CH2:41])[C:31]([O:33][CH2:34][C:35]1[CH:40]=[CH:39][CH:38]=[CH:37][CH:36]=1)=[O:32]. (6) Given the product [Cl:1][C:2]1[CH:3]=[C:4]2[C:9](=[CH:10][CH:11]=1)[O:8][CH2:7][CH2:6][CH:5]2[NH:12][C:13]1[CH:18]=[C:17]([N:24]2[CH2:29][CH2:28][NH:27][CH2:26][CH2:25]2)[CH:16]=[CH:15][C:14]=1[S:20]([CH3:23])(=[O:22])=[O:21], predict the reactants needed to synthesize it. The reactants are: [Cl:1][C:2]1[CH:3]=[C:4]2[C:9](=[CH:10][CH:11]=1)[O:8][CH2:7][CH2:6][CH:5]2[NH:12][C:13]1[CH:18]=[C:17](F)[CH:16]=[CH:15][C:14]=1[S:20]([CH3:23])(=[O:22])=[O:21].[NH:24]1[CH2:29][CH2:28][NH:27][CH2:26][CH2:25]1.C(N(CC)C(C)C)(C)C. (7) Given the product [NH:1]1[CH2:6][CH2:5][O:4][C@@H:3]([CH2:7][CH2:8][N:9]2[C:13]3[CH:14]=[CH:15][CH:16]=[CH:17][C:12]=3[N:11]([C:18]3[CH:19]=[CH:20][CH:21]=[CH:22][CH:23]=3)[S:10]2(=[O:25])=[O:24])[CH2:2]1, predict the reactants needed to synthesize it. The reactants are: [NH:1]1[CH2:6][CH2:5][O:4][CH:3]([CH2:7][CH2:8][N:9]2[C:13]3[CH:14]=[CH:15][CH:16]=[CH:17][C:12]=3[N:11]([C:18]3[CH:23]=[CH:22][CH:21]=[CH:20][CH:19]=3)[S:10]2(=[O:25])=[O:24])[CH2:2]1.